Predict the product of the given reaction. From a dataset of Forward reaction prediction with 1.9M reactions from USPTO patents (1976-2016). (1) Given the reactants [NH:1]1[C:5]2=[N:6][CH:7]=[CH:8][C:9]([O:10][C:11]3[CH:16]=[CH:15][C:14]([NH2:17])=[CH:13][C:12]=3[F:18])=[C:4]2[CH:3]=[CH:2]1.Cl.N1C2=NC=CC(OC3C=CC(N[C:37]4[C:42]([C:43]([NH:45][C:46]5[CH:51]=[CH:50][C:49]([F:52])=[CH:48][C:47]=5[F:53])=[O:44])=[CH:41][N:40]=[CH:39][CH:38]=4)=CC=3F)=C2C=C1.[Cl:55]C1N=CC=CC=1C(NC1C=CC(F)=CC=1F)=O, predict the reaction product. The product is: [ClH:55].[NH:1]1[C:5]2=[N:6][CH:7]=[CH:8][C:9]([O:10][C:11]3[CH:16]=[CH:15][C:14]([NH:17][C:41]4[N:40]=[CH:39][CH:38]=[CH:37][C:42]=4[C:43]([NH:45][C:46]4[CH:51]=[CH:50][C:49]([F:52])=[CH:48][C:47]=4[F:53])=[O:44])=[CH:13][C:12]=3[F:18])=[C:4]2[CH:3]=[CH:2]1. (2) Given the reactants C([OH:3])C.[OH-].[Na+].OO.[OH:8][C:9]([CH3:41])([CH3:40])[CH2:10][NH:11][C:12]1[C:13]([C:38]#[N:39])=[N:14][CH:15]=[C:16]([N:18]2[C:26]3[C:21](=[C:22]([C:27]4[CH:28]=[N:29][C:30]5[C:35]([CH:36]=4)=[CH:34][CH:33]=[CH:32][CH:31]=5)[CH:23]=[CH:24][CH:25]=3)[C:20]([CH3:37])=[N:19]2)[CH:17]=1, predict the reaction product. The product is: [OH:8][C:9]([CH3:41])([CH3:40])[CH2:10][NH:11][C:12]1[C:13]([C:38]([NH2:39])=[O:3])=[N:14][CH:15]=[C:16]([N:18]2[C:26]3[C:21](=[C:22]([C:27]4[CH:28]=[N:29][C:30]5[C:35]([CH:36]=4)=[CH:34][CH:33]=[CH:32][CH:31]=5)[CH:23]=[CH:24][CH:25]=3)[C:20]([CH3:37])=[N:19]2)[CH:17]=1. (3) The product is: [CH2:10]([S:13][C:14]1[CH:21]=[CH:20][CH:19]=[CH:18][C:15]=1[CH:16]=[O:17])[CH3:11]. Given the reactants FC1C=CC=CC=1C=O.[CH:10]([S:13][C:14]1[CH:21]=[CH:20][CH:19]=[CH:18][C:15]=1[CH:16]=[O:17])(C)[CH3:11], predict the reaction product. (4) Given the reactants [CH2:1]([O:8][CH2:9][C:10]([CH2:14][O:15][CH2:16][C:17]1[CH:22]=[CH:21][CH:20]=[CH:19][CH:18]=1)=[CH:11][C:12]#[N:13])[C:2]1[CH:7]=[CH:6][CH:5]=[CH:4][CH:3]=1.[H][H], predict the reaction product. The product is: [CH2:16]([O:15][CH2:14][CH:10]([CH2:9][O:8][CH2:1][C:2]1[CH:3]=[CH:4][CH:5]=[CH:6][CH:7]=1)[CH2:11][C:12]#[N:13])[C:17]1[CH:18]=[CH:19][CH:20]=[CH:21][CH:22]=1. (5) Given the reactants [F:1][C:2]([F:22])([F:21])[C:3]1[CH:8]=[CH:7][C:6]([PH:9](=[O:20])[C:10]2[CH:15]=[CH:14][C:13]([C:16]([F:19])([F:18])[F:17])=[CH:12][CH:11]=2)=[CH:5][CH:4]=1.Br[CH:24]=[CH2:25].CCN(CC)CC, predict the reaction product. The product is: [F:22][C:2]([F:21])([F:1])[C:3]1[CH:4]=[CH:5][C:6]([P:9](=[O:20])([C:10]2[CH:11]=[CH:12][C:13]([C:16]([F:17])([F:18])[F:19])=[CH:14][CH:15]=2)[CH:24]=[CH2:25])=[CH:7][CH:8]=1. (6) Given the reactants [O:1]1[C:6]2[CH:7]=[CH:8][CH:9]=[CH:10][C:5]=2[O:4][CH2:3][C@@H:2]1[C:11]([N:13]1[CH2:18][CH2:17][CH2:16][C@H:15]([C:19]2[CH:24]=[CH:23][CH:22]=[C:21]([O:25][CH3:26])[CH:20]=2)[CH2:14]1)=O, predict the reaction product. The product is: [O:1]1[C:6]2[CH:7]=[CH:8][CH:9]=[CH:10][C:5]=2[O:4][CH2:3][C@@H:2]1[CH2:11][N:13]1[CH2:18][CH2:17][CH2:16][C@H:15]([C:19]2[CH:24]=[CH:23][CH:22]=[C:21]([O:25][CH3:26])[CH:20]=2)[CH2:14]1. (7) Given the reactants [CH3:1][O:2][C:3]1[N:8]=[CH:7][C:6]([C:9]2[O:13][C:12]([CH3:14])=[C:11]([CH:15]([NH:20][C:21]3[CH:26]=[CH:25][C:24]([C:27]([N:29]([CH3:37])[CH2:30][CH2:31][C:32]([O:34]CC)=[O:33])=[O:28])=[CH:23][CH:22]=3)[CH2:16][CH:17]([CH3:19])[CH3:18])[CH:10]=2)=[CH:5][CH:4]=1, predict the reaction product. The product is: [CH3:1][O:2][C:3]1[N:8]=[CH:7][C:6]([C:9]2[O:13][C:12]([CH3:14])=[C:11]([CH:15]([NH:20][C:21]3[CH:22]=[CH:23][C:24]([C:27]([N:29]([CH3:37])[CH2:30][CH2:31][C:32]([OH:34])=[O:33])=[O:28])=[CH:25][CH:26]=3)[CH2:16][CH:17]([CH3:19])[CH3:18])[CH:10]=2)=[CH:5][CH:4]=1. (8) Given the reactants [N:1]#N.[Cl:3][C:4]1[CH:5]=[C:6]([CH:10]=[C:11]([C:13]([O:15][CH3:16])=[O:14])[CH:12]=1)[C:7](O)=[O:8].S(Cl)(Cl)=O.N.O1CCOCC1, predict the reaction product. The product is: [C:7]([C:6]1[CH:10]=[C:11]([CH:12]=[C:4]([Cl:3])[CH:5]=1)[C:13]([O:15][CH3:16])=[O:14])(=[O:8])[NH2:1].